This data is from Human Reference Interactome with 51,813 positive PPI pairs across 8,248 proteins, plus equal number of experimentally-validated negative pairs. The task is: Binary Classification. Given two protein amino acid sequences, predict whether they physically interact or not. Protein 1 (ENSG00000231861) has sequence MVEENHTMKNEFILTGFTDHPELKTLLFVVFFAIYLITVVGNISLVALIFTHCRLHTPMYIFLGNLALVDSCCACAITPKMLENFFSEGKRISLYECAVQFYFLCTVETADCFLLAAVAYDRYVAICNPLQYHIMMSKKLCIQMTTGAFIAGNLHSMIHVGLVFRLVFCGLNHINHFYCDTLPLYRLSCVDPFINELVLFIFSGSVQVFTIGSVLISYLYILLTIFRMKSKEGRAKAFSTCASHFSSVSLFYGSIFFLYIRPNLLEEGGNDIPAAILFTIVVPLLNPFIYSLRNKEVISV.... Protein 2 (ENSG00000111371) has sequence MMHFKSGLELTELQNMTVPEDDNISNDSNDFTEVENGQINSKFISDRESRRSLTNSHLEKKKCDEYIPGTTSLGMSVFNLSNAIMGSGILGLAFALANTGILLFLVLLTSVTLLSIYSINLLLICSKETGCMVYEKLGEQVFGTTGKFVIFGATSLQNTGAMLSYLFIVKNELPSAIKFLMGKEETFSAWYVDGRVLVVIVTFGIILPLCLLKNLGYLGYTSGFSLSCMVFFLIVVIYKKFQIPCIVPELNSTISANSTNADTCTPKYVTFNSKTVYALPTIAFAFVCHPSVLPIYSELK.... Result: 0 (the proteins do not interact).